This data is from Blood-brain barrier permeability classification from the B3DB database. The task is: Regression/Classification. Given a drug SMILES string, predict its absorption, distribution, metabolism, or excretion properties. Task type varies by dataset: regression for continuous measurements (e.g., permeability, clearance, half-life) or binary classification for categorical outcomes (e.g., BBB penetration, CYP inhibition). Dataset: b3db_classification. The molecule is N[C@@H](C(=O)NC1C(=O)N2C(C(=O)O)=C(Cl)CCC12)c1ccccc1. The result is 0 (does not penetrate BBB).